This data is from Catalyst prediction with 721,799 reactions and 888 catalyst types from USPTO. The task is: Predict which catalyst facilitates the given reaction. (1) Reactant: C(OC([N:8]1[CH2:14][CH2:13][CH2:12][N:11]([C:15]2[N:19]([CH2:20][CH2:21][N:22]3[CH:26]=[CH:25][N:24]=[CH:23]3)[C:18]3[CH:27]=[CH:28][CH:29]=[CH:30][C:17]=3[N:16]=2)[CH2:10][CH2:9]1)=O)(C)(C)C.[IH:31]. Product: [IH:31].[N:22]1([CH2:21][CH2:20][N:19]2[C:18]3[CH:27]=[CH:28][CH:29]=[CH:30][C:17]=3[N:16]=[C:15]2[N:11]2[CH2:12][CH2:13][CH2:14][NH:8][CH2:9][CH2:10]2)[CH:26]=[CH:25][N:24]=[CH:23]1. The catalyst class is: 5. (2) Reactant: [CH3:1][N:2]1[C:6]2[CH:7]=[CH:8][CH:9]=[CH:10][C:5]=2[N:4]=[C:3]1[CH3:11].[S:12]([CH2:21][CH2:22][NH:23][C:24](=[O:27])[CH2:25]Cl)[S:13][CH2:14][CH2:15][NH:16][C:17](=[O:20])[CH2:18][Cl:19]. Product: [Cl-:19].[S:12]([CH2:21][CH2:22][NH:23][C:24](=[O:27])[CH2:25][N:4]1[C:5]2[CH:10]=[CH:9][CH:8]=[CH:7][C:6]=2[N+:2]([CH3:1])=[C:3]1[CH3:11])[S:13][CH2:14][CH2:15][NH:16][C:17](=[O:20])[CH2:18][N:4]1[C:5]2[CH:10]=[CH:9][CH:8]=[CH:7][C:6]=2[N+:2]([CH3:1])=[C:3]1[CH3:11].[Cl-:19]. The catalyst class is: 10. (3) Reactant: [CH2:1]([C:4]1[S:28][C:7]2[N:8]=[C:9]([C:25]([OH:27])=O)[N:10]=[C:11]([N:12]3[CH2:17][CH2:16][N:15]4[C:18]([C:21]([F:24])([F:23])[F:22])=[N:19][N:20]=[C:14]4[CH2:13]3)[C:6]=2[CH:5]=1)[CH2:2][CH3:3].[CH2:29]([O:31][C:32]([CH:34]1[CH2:39][CH2:38][CH2:37][NH:36][CH2:35]1)=[O:33])[CH3:30].CN(C(ON1N=NC2C=CC=NC1=2)=[N+](C)C)C.F[P-](F)(F)(F)(F)F.C(N(CC)CC)C. Product: [CH2:29]([O:31][C:32]([CH:34]1[CH2:39][CH2:38][CH2:37][N:36]([C:25]([C:9]2[N:10]=[C:11]([N:12]3[CH2:17][CH2:16][N:15]4[C:18]([C:21]([F:23])([F:24])[F:22])=[N:19][N:20]=[C:14]4[CH2:13]3)[C:6]3[CH:5]=[C:4]([CH2:1][CH2:2][CH3:3])[S:28][C:7]=3[N:8]=2)=[O:27])[CH2:35]1)=[O:33])[CH3:30]. The catalyst class is: 9.